From a dataset of Peptide-MHC class I binding affinity with 185,985 pairs from IEDB/IMGT. Regression. Given a peptide amino acid sequence and an MHC pseudo amino acid sequence, predict their binding affinity value. This is MHC class I binding data. The peptide sequence is SLVENNFFT. The binding affinity (normalized) is 1.00. The MHC is HLA-A02:02 with pseudo-sequence HLA-A02:02.